Task: Predict which catalyst facilitates the given reaction.. Dataset: Catalyst prediction with 721,799 reactions and 888 catalyst types from USPTO (1) Reactant: [NH2:1][C:2]1[S:3][CH:4]=[CH:5][N:6]=1.[CH3:7][C:8]1[CH:13]=[CH:12][CH:11]=[C:10]([CH3:14])[C:9]=1[N+:15]#[C-:16].[N:17]1[CH:22]=[CH:21][CH:20]=[CH:19][C:18]=1[CH:23]=O. Product: [CH3:7][C:8]1[CH:13]=[CH:12][CH:11]=[C:10]([CH3:14])[C:9]=1[NH:15][C:16]1[N:6]2[C:2]([S:3][CH:4]=[CH:5]2)=[N:1][C:23]=1[C:18]1[CH:19]=[CH:20][CH:21]=[CH:22][N:17]=1. The catalyst class is: 519. (2) Reactant: [Li]C[CH2:3][CH2:4][CH3:5].[C:6]1([S:12]([N:15]2[C:19]3[N:20]=[CH:21][CH:22]=[C:23]([C:24]#[N:25])[C:18]=3[CH:17]=[CH:16]2)(=[O:14])=[O:13])[CH:11]=[CH:10][CH:9]=[CH:8][CH:7]=1.[C:26]1(=[O:30])[CH2:29][CH2:28][CH2:27]1. Product: [CH:4]([NH:25][CH:24]([CH3:23])[CH3:26])([CH3:5])[CH3:3].[C:6]1([S:12]([N:15]2[C:19]3[N:20]=[CH:21][CH:22]=[C:23]([C:24]#[N:25])[C:18]=3[CH:17]=[C:16]2[C:26]2([OH:30])[CH2:29][CH2:28][CH2:27]2)(=[O:13])=[O:14])[CH:7]=[CH:8][CH:9]=[CH:10][CH:11]=1. The catalyst class is: 1. (3) Reactant: [H-].[H-].[H-].[H-].[Li+].[Al+3].[Al+3].[Cl-].[Cl-].[Cl-].[S:11]1[C:15]([C:16](=O)[CH2:17][CH2:18][CH2:19][CH2:20][CH2:21][CH2:22][CH3:23])=[CH:14][C:13]2[S:25][CH:26]=[CH:27][C:12]1=2. Product: [CH2:16]([C:15]1[S:11][C:12]2[CH:27]=[CH:26][S:25][C:13]=2[CH:14]=1)[CH2:17][CH2:18][CH2:19][CH2:20][CH2:21][CH2:22][CH3:23]. The catalyst class is: 28. (4) Reactant: Cl.C(OC([NH:9][CH2:10][C:11]1[CH:16]=[CH:15][C:14]([CH:17]([CH3:23])[CH2:18][C:19]([CH3:22])([CH3:21])[CH3:20])=[CH:13][CH:12]=1)=O)(C)(C)C. Product: [CH3:23][CH:17]([C:14]1[CH:13]=[CH:12][C:11]([CH2:10][NH2:9])=[CH:16][CH:15]=1)[CH2:18][C:19]([CH3:22])([CH3:20])[CH3:21]. The catalyst class is: 225. (5) Reactant: Cl[C:2]1[C:11]2[C:6](=[CH:7][C:8]([O:14][CH3:15])=[C:9]([O:12][CH3:13])[CH:10]=2)[N:5]=[CH:4][CH:3]=1.[C:16]([C:19]1[CH:24]=[C:23]([CH3:25])[CH:22]=[CH:21][C:20]=1[OH:26])(=[O:18])[CH3:17].O. Product: [CH3:13][O:12][C:9]1[CH:10]=[C:11]2[C:6](=[CH:7][C:8]=1[O:14][CH3:15])[N:5]=[CH:4][CH:3]=[C:2]2[O:26][C:20]1[CH:21]=[CH:22][C:23]([CH3:25])=[CH:24][C:19]=1[C:16](=[O:18])[CH3:17]. The catalyst class is: 262. (6) Reactant: [C:9](O[C:9]([O:11][C:12]([CH3:15])([CH3:14])[CH3:13])=[O:10])([O:11][C:12]([CH3:15])([CH3:14])[CH3:13])=[O:10].Cl.[Br:17][C:18]1[CH:23]=[CH:22][C:21]([N:24]2[CH2:29][CH2:28][NH:27][CH2:26][CH2:25]2)=[CH:20][CH:19]=1.C(N(CC)CC)C. Product: [C:12]([O:11][C:9]([N:27]1[CH2:26][CH2:25][N:24]([C:21]2[CH:20]=[CH:19][C:18]([Br:17])=[CH:23][CH:22]=2)[CH2:29][CH2:28]1)=[O:10])([CH3:13])([CH3:14])[CH3:15]. The catalyst class is: 132. (7) Reactant: [H-].[Na+].[N:3]1[N:4]=[CH:5][N:6]([NH:8][C:9]2[CH:16]=[CH:15][C:12]([C:13]#[N:14])=[CH:11][CH:10]=2)[CH:7]=1.[Br:17][CH2:18][CH2:19][CH2:20]Br.C(OCC)(=O)C. Product: [Br:17][CH2:18][CH2:19][CH2:20][N:8]([N:6]1[CH:5]=[N:4][N:3]=[CH:7]1)[C:9]1[CH:10]=[CH:11][C:12]([C:13]#[N:14])=[CH:15][CH:16]=1. The catalyst class is: 16.